This data is from NCI-60 drug combinations with 297,098 pairs across 59 cell lines. The task is: Regression. Given two drug SMILES strings and cell line genomic features, predict the synergy score measuring deviation from expected non-interaction effect. Drug 1: CN(C)N=NC1=C(NC=N1)C(=O)N. Drug 2: CN(C(=O)NC(C=O)C(C(C(CO)O)O)O)N=O. Cell line: EKVX. Synergy scores: CSS=-4.54, Synergy_ZIP=-0.0403, Synergy_Bliss=-2.93, Synergy_Loewe=-4.59, Synergy_HSA=-4.43.